From a dataset of Experimentally validated miRNA-target interactions with 360,000+ pairs, plus equal number of negative samples. Binary Classification. Given a miRNA mature sequence and a target amino acid sequence, predict their likelihood of interaction. (1) The miRNA is cel-miR-229-5p with sequence AAUGACACUGGUUAUCUUUUCCAUCG. The protein sequence of the target gene is MNDMNLSPVGMEQLSSSSVSNALPVSGSHLGLAASPSHSAIPAPGLPVAIPNLGPSLSSLPSALSLMLPVGIGDRGVMCGLPERNYTLPPPPYPHLESSYFRTILPGILSYLADRPPPQYIHPNSINVDGNTALSITNNPSALDPYQANGNVGLELGIVSIDSRSVNTHGAQSLHPNDGHEVALDTTITMENVSRVTSPISTDGMAEELTMDGVTGEHPQIPNGSRSHEPLSVDSVSNSLTAEAVGHGGVIPIHGNGLELPVVMETDHIANRVNGMSDSTLSDSIHTVAMSTNSVSVALS.... Result: 0 (no interaction). (2) The miRNA is hsa-miR-4266 with sequence CUAGGAGGCCUUGGCC. The protein sequence of the target gene is MPDPAKSAPAPKKGSKKAVTKAQKKDGKKRKRSRKESYSIYVYKVLKQVHPDTGISSKAMGIMNSFVNDIFERIAGEASRLAHYNKRSTITSREIQTAVRLLLPGELAKHAVSEGTKAVTKYTSSK. Result: 1 (interaction). (3) The miRNA is hsa-miR-329-3p with sequence AACACACCUGGUUAACCUCUUU. The protein sequence of the target gene is MGPGPRLLLPLVLCVGLGALVFSSGAEGFRKRGPSVTAKVFFDVRIGDKDVGRIVIGLFGKVVPKTVENFVALATGEKGYGYKGSKFHRVIKDFMIQGGDITTGDGTGGVSIYGETFPDENFKLKHYGIGWVSMANAGPDTNGSQFFITLTKPTWLDGKHVVFGKVIDGMTVVHSIELQATDGHDRPLTNCSIINSGKIDVKTPFVVEIADW. Result: 1 (interaction). (4) The miRNA is hsa-miR-331-3p with sequence GCCCCUGGGCCUAUCCUAGAA. The protein sequence of the target gene is MERATRPGPRALLLLLFLLLGCAAGISAVAPARSLLAPASETVFGLGAAAAPTSAARVPAVATAEVTVEDAEALPAAAGEPESRATEPDDDVELRPRGRSLVIISTLDGRIAALDAENDGKKQWDLDVGSGSLVSSSLSKPEVFGNKMIIPSLDGDLFQWDRDRESMEAVPFTVESLLESSYKFGDDVVLVGGKSLITYGLSAYSGKLRYICSALGCRRWDSDEMEEEEDILLLQRTQKTVRAVGPRSGSEKWNFSVGHFELRYIPDMETRAGFIESTFKPGGNKEDSKIISDVEEQEAT.... Result: 0 (no interaction). (5) The miRNA is rno-miR-7b with sequence UGGAAGACUUGUGAUUUUGUUGU. The protein sequence of the target gene is MDETATSSEVTETFVSDPTTRQFEEDGHPPLETRHLNMIHEELEKLNISTDVINKMEVQLDLARADFRETQVQWSEKLKELSKQYSSQIAKARPFYELKIKERSLREESQKAAERFERATSILGIAKQQVSLTQESLSRQTSVLPECLEVLNHHIQRVREVEEERTAAESLHASKAHAMLHLAEKIRAMEKDNRYAIKKSRLYFEKRLEFTKILEAQKATILCLEAEVRQKKNDYTTSLRNLERISERIHEERSTGSLESAVSSDQEDQKSDFKSSESLPGNPPPYAPTAPPPYEDKYII.... Result: 0 (no interaction). (6) The miRNA is hsa-miR-6796-5p with sequence UUGUGGGGUUGGAGAGCUGGCUG. The protein sequence of the target gene is MIPVTELRYFADTQPAYRILKPWWDVFTDYISIVMLMIAVFGGTLQVTQDKMICLPCKWVTKDSCNDSFRGWAASSPEPTYPNSTVLPTPDTGPTGIKYDLDRHQYNYVDAVCYENRLHWFAKYFPYLVLLHTLIFLACSNFWFKFPRTSSKLEHFVSILLKCFDSPWTTRALSETVVEESDPKPAFSKMNGSMDKKSSTVSEDVEATVPMLQRTKSRIEQGIVDRSETGVLDKKEGEQAKALFEKVKKFRTHVEEGDIVYRLYMRQTIIKVIKFALIICYTVYYVHNIKFDVDCTVDIE.... Result: 0 (no interaction).